This data is from Full USPTO retrosynthesis dataset with 1.9M reactions from patents (1976-2016). The task is: Predict the reactants needed to synthesize the given product. (1) The reactants are: Br[C:2]1[C:6]2=[N:7][C:8]([C:11]([NH:13][C:14]3[CH:15]=[N:16][CH:17]=[CH:18][C:19]=3[N:20]3[CH2:25][C@H:24]([CH3:26])[CH2:23][C@H:22]([NH:27][C:28](=[O:34])[O:29][C:30]([CH3:33])([CH3:32])[CH3:31])[CH2:21]3)=[O:12])=[CH:9][CH:10]=[C:5]2[S:4][CH:3]=1.[O-]P([O-])([O-])=O.[K+].[K+].[K+].[C:43](B1OC(C)(C)C(C)(C)O1)([CH3:45])=[CH2:44]. Given the product [CH3:26][C@H:24]1[CH2:25][N:20]([C:19]2[CH:18]=[CH:17][N:16]=[CH:15][C:14]=2[NH:13][C:11]([C:8]2[N:7]=[C:6]3[C:2]([C:43]([CH3:45])=[CH2:44])=[CH:3][S:4][C:5]3=[CH:10][CH:9]=2)=[O:12])[CH2:21][C@@H:22]([NH:27][C:28](=[O:34])[O:29][C:30]([CH3:31])([CH3:32])[CH3:33])[CH2:23]1, predict the reactants needed to synthesize it. (2) Given the product [ClH:29].[Br:20][C:21]1[CH:28]=[C:25]([C:26]#[N:27])[C:24]([N:18]([CH2:22][CH2:21][CH2:28][CH2:25][CH2:24][CH2:35][CH3:36])[CH2:17][CH2:16][C:14]2[N:15]=[C:11]([S:10][C:7]([CH3:8])([CH3:9])[C:6]([OH:5])=[O:19])[S:12][CH:13]=2)=[N:23][CH:22]=1, predict the reactants needed to synthesize it. The reactants are: C([O:5][C:6](=[O:19])[C:7]([S:10][C:11]1[S:12][CH:13]=[C:14]([CH2:16][CH2:17][NH2:18])[N:15]=1)([CH3:9])[CH3:8])(C)(C)C.[Br:20][C:21]1[CH:22]=[N:23][C:24]([Cl:29])=[C:25]([CH:28]=1)[C:26]#[N:27].Cl.O1[CH2:36][CH2:35]OCC1. (3) Given the product [NH2:15][C@@H:16]([C:21]1[CH:22]=[CH:23][CH:24]=[CH:25][CH:26]=1)[C:27]([NH:6][CH:5]1[CH2:25][CH2:26][CH2:21][CH2:22][CH2:23]1)=[O:28], predict the reactants needed to synthesize it. The reactants are: C[Si]([CH:5]=[N+:6]=[N-])(C)C.C(OC([NH:15][C@@H:16]([C:21]1[CH:26]=[CH:25][CH:24]=[CH:23][CH:22]=1)CC(O)=O)=O)(C)(C)C.[CH3:27][OH:28]. (4) Given the product [C:45]([C@:6]12[C:11](=[O:12])[C@:10]([CH2:13][CH:14]=[C:15]([CH3:17])[CH3:16])([CH2:9][C@H:8]([O:18][CH2:19][O:20][CH3:21])[C@@:7]1([CH3:28])[CH2:22][CH2:23][CH:24]=[C:25]([CH3:27])[CH3:26])[C:3]([O:2][CH3:1])=[CH:4][C:5]2=[O:29])(=[O:49])[CH:46]([CH3:48])[CH3:47], predict the reactants needed to synthesize it. The reactants are: [CH3:1][O:2][C:3]1[C@:10]2([CH2:13][CH:14]=[C:15]([CH3:17])[CH3:16])[C:11](=[O:12])[C@@H:6]([C@:7]([CH3:28])([CH2:22][CH2:23][CH:24]=[C:25]([CH3:27])[CH3:26])[C@@H:8]([O:18][CH2:19][O:20][CH3:21])[CH2:9]2)[C:5](=[O:29])[C:4]=1[Si](C)(C)C.[Li]N1C(C)(C)CCCC1(C)C.[C:45](Cl)(=[O:49])[CH:46]([CH3:48])[CH3:47].CCCC[N+](CCCC)(CCCC)CCCC.[F-]. (5) The reactants are: Br[CH2:2][CH2:3][S:4]([OH:7])(=[O:6])=[O:5].[Na].[C:9]([NH2:13])([CH3:12])([CH3:11])[CH3:10].C(S(O)(=O)=O)=C. Given the product [C:9]([NH:13][CH2:2][CH2:3][S:4]([OH:7])(=[O:6])=[O:5])([CH3:12])([CH3:11])[CH3:10], predict the reactants needed to synthesize it. (6) The reactants are: [C:1]([O:5][C:6]([N:8]1[CH2:13][CH2:12][CH:11]([NH:14][C:15]2[CH:20]=[CH:19][CH:18]=[CH:17][C:16]=2[C:21]([F:24])([F:23])[F:22])[CH2:10][CH2:9]1)=[O:7])([CH3:4])([CH3:3])[CH3:2].[H-].[Na+].[CH3:27]I. Given the product [C:1]([O:5][C:6]([N:8]1[CH2:13][CH2:12][CH:11]([N:14]([CH3:27])[C:15]2[CH:20]=[CH:19][CH:18]=[CH:17][C:16]=2[C:21]([F:24])([F:22])[F:23])[CH2:10][CH2:9]1)=[O:7])([CH3:4])([CH3:2])[CH3:3], predict the reactants needed to synthesize it. (7) Given the product [Cl:1][C:2]1[CH:3]=[C:4]([CH:24]=[CH:25][C:26]=1[F:27])[CH2:5][N:6]1[CH2:15][CH2:14][C:13]2[C:8](=[C:9]([OH:22])[C:10](=[O:21])[N:11]([CH2:29][C:30]#[N:31])[C:12]=2[C:16]([N:18]([CH3:20])[CH3:19])=[O:17])[C:7]1=[O:23], predict the reactants needed to synthesize it. The reactants are: [Cl:1][C:2]1[CH:3]=[C:4]([CH:24]=[CH:25][C:26]=1[F:27])[CH2:5][N:6]1[CH2:15][CH2:14][C:13]2[C:8](=[C:9]([OH:22])[C:10](=[O:21])[NH:11][C:12]=2[C:16]([N:18]([CH3:20])[CH3:19])=[O:17])[C:7]1=[O:23].Br[CH2:29][C:30]#[N:31]. (8) Given the product [CH3:23][S:24]([OH:27])(=[O:26])=[O:25].[F:1][C:2]1[CH:3]=[C:4]([CH:20]=[CH:21][CH:22]=1)[CH2:5][O:6][C:7]1[CH:8]=[CH:9][C:10]([CH2:11][NH:12][C@@H:13]([CH3:17])[C:14]([NH2:16])=[O:15])=[CH:18][CH:19]=1, predict the reactants needed to synthesize it. The reactants are: [F:1][C:2]1[CH:3]=[C:4]([CH:20]=[CH:21][CH:22]=1)[CH2:5][O:6][C:7]1[CH:19]=[CH:18][C:10]([CH2:11][NH:12][C@@H:13]([CH3:17])[C:14]([NH2:16])=[O:15])=[CH:9][CH:8]=1.[CH3:23][S:24]([OH:27])(=[O:26])=[O:25].